Dataset: Reaction yield outcomes from USPTO patents with 853,638 reactions. Task: Predict the reaction yield, written as a fraction of the theoretical maximum amount of product (1.0 means a 100% yield; for example, 0.34 means a 34% yield). The reactants are [F:1][C:2]1[C:11]2[C:6](=[CH:7][C:8]([O:12][CH3:13])=[CH:9][CH:10]=2)[CH:5]=[CH:4][CH:3]=1.[CH3:14][O:15]C(Cl)Cl.Cl. The catalyst is C(Cl)Cl.Cl[Ti](Cl)(Cl)Cl. The product is [F:1][C:2]1[CH:3]=[CH:4][CH:5]=[C:6]2[C:11]=1[CH:10]=[CH:9][C:8]([O:12][CH3:13])=[C:7]2[CH:14]=[O:15]. The yield is 0.744.